The task is: Binary Classification. Given a drug SMILES string, predict its activity (active/inactive) in a high-throughput screening assay against a specified biological target.. This data is from KCNQ2 potassium channel screen with 302,405 compounds. (1) The drug is O1C(CCC1)CNC(=O)C(/NC(=O)c1ccc(cc1)C)=C\c1ccc(N(C)C)cc1. The result is 0 (inactive). (2) The molecule is S(=O)(=O)(N1CCN(CC1)c1cc(NC(c2ccccc2)C)c([N+]([O-])=O)cc1)CC. The result is 0 (inactive). (3) The compound is Clc1c(cc(NC(=O)CC2CCCC2)c(OC)c1)C. The result is 1 (active). (4) The drug is Clc1c(c(Nc2nc(nc(n2)N)CN2CCc3c(C2)cccc3)ccc1)C. The result is 0 (inactive). (5) The compound is Clc1c(sc2c1cccc2)C(=O)N1C(C(S\C1=N/c1c(Cl)cccc1)=C)(C)C. The result is 0 (inactive). (6) The drug is S(CC(=O)Nc1cc2CCCc2cc1)c1[nH]ncn1. The result is 0 (inactive).